Dataset: Forward reaction prediction with 1.9M reactions from USPTO patents (1976-2016). Task: Predict the product of the given reaction. (1) The product is: [Cl:15][C:16]1[CH:24]=[CH:23][C:19]([C:20]([NH:6][C:5]2[CH:7]=[CH:8][C:2]([Cl:1])=[C:3]([C:9]3[CH:14]=[CH:13][CH:12]=[CH:11][N:10]=3)[CH:4]=2)=[O:21])=[CH:18][N:17]=1. Given the reactants [Cl:1][C:2]1[CH:8]=[CH:7][C:5]([NH2:6])=[CH:4][C:3]=1[C:9]1[CH:14]=[CH:13][CH:12]=[CH:11][N:10]=1.[Cl:15][C:16]1[CH:24]=[CH:23][C:19]([C:20](Cl)=[O:21])=[CH:18][N:17]=1.CCN(C(C)C)C(C)C, predict the reaction product. (2) Given the reactants [Cl:1][C:2]1[CH:3]=[C:4]([C@@H:12]([CH2:16][CH:17]2[CH2:21][CH2:20][CH2:19][C:18]2=[O:22])[C:13](O)=[O:14])[CH:5]=[CH:6][C:7]=1[S:8]([CH3:11])(=[O:10])=[O:9].C(Cl)(=O)C(Cl)=O.[NH2:29][C:30]1[CH:35]=[N:34][CH:33]=[CH:32][N:31]=1.N1C=CC=CC=1, predict the reaction product. The product is: [Cl:1][C:2]1[CH:3]=[C:4]([C@@H:12]([CH2:16][CH:17]2[CH2:21][CH2:20][CH2:19][C:18]2=[O:22])[C:13]([NH:29][C:30]2[CH:35]=[N:34][CH:33]=[CH:32][N:31]=2)=[O:14])[CH:5]=[CH:6][C:7]=1[S:8]([CH3:11])(=[O:10])=[O:9]. (3) The product is: [C:1]1([C:7]2[N:11]3[CH:12]=[CH:13][CH:14]=[N:15][C:10]3=[N:9][C:8]=2[C:16]2[CH:23]=[CH:22][C:19]([CH2:20][N:31]3[CH2:30][CH2:29][CH:28]([C:26]4[N:48]=[C:47]([C:42]5[CH:43]=[CH:44][CH:45]=[CH:46][N:41]=5)[NH:25][N:24]=4)[CH2:33][CH2:32]3)=[CH:18][CH:17]=2)[CH:6]=[CH:5][CH:4]=[CH:3][CH:2]=1. Given the reactants [C:1]1([C:7]2[N:11]3[CH:12]=[CH:13][CH:14]=[N:15][C:10]3=[N:9][C:8]=2[C:16]2[CH:23]=[CH:22][C:19]([CH:20]=O)=[CH:18][CH:17]=2)[CH:6]=[CH:5][CH:4]=[CH:3][CH:2]=1.[NH:24]([C:26]([CH:28]1[CH2:33][CH2:32][N:31](C(OC(C)(C)C)=O)[CH2:30][CH2:29]1)=O)[NH2:25].[N:41]1[CH:46]=[CH:45][CH:44]=[CH:43][C:42]=1[C:47]#[N:48].[BH-](OC(C)=O)(OC(C)=O)OC(C)=O.[Na+], predict the reaction product. (4) Given the reactants [CH3:1][O:2][C:3]1[CH:4]=[C:5]([CH:11]=[C:12]([C:16]2[CH:21]=[CH:20][C:19]([OH:22])=[CH:18][CH:17]=2)[C:13]([OH:15])=[O:14])[CH:6]=[C:7]([O:9][CH3:10])[CH:8]=1.S(=O)(=O)(O)O.[CH3:28]O, predict the reaction product. The product is: [CH3:28][O:14][C:13](=[O:15])[C:12]([C:16]1[CH:17]=[CH:18][C:19]([OH:22])=[CH:20][CH:21]=1)=[CH:11][C:5]1[CH:6]=[C:7]([O:9][CH3:10])[CH:8]=[C:3]([O:2][CH3:1])[CH:4]=1.